This data is from Full USPTO retrosynthesis dataset with 1.9M reactions from patents (1976-2016). The task is: Predict the reactants needed to synthesize the given product. (1) Given the product [Br:1][C:2]1[C:3]([C:8]([O:10][CH3:16])=[O:9])=[N:4][CH:5]=[CH:6][CH:7]=1, predict the reactants needed to synthesize it. The reactants are: [Br:1][C:2]1[C:3]([C:8]([OH:10])=[O:9])=[N:4][CH:5]=[CH:6][CH:7]=1.OS(O)(=O)=O.[CH3:16]O. (2) Given the product [CH3:1][O:2][C:3]([C:5]1[N:6]=[C:7]([CH3:17])[S:8][C:9]=1[C:10]1[CH:15]=[CH:14][CH:13]=[C:12]([NH:16][C:19](=[O:20])[CH3:18])[CH:11]=1)=[O:4], predict the reactants needed to synthesize it. The reactants are: [CH3:1][O:2][C:3]([C:5]1[N:6]=[C:7]([CH3:17])[S:8][C:9]=1[C:10]1[CH:15]=[CH:14][CH:13]=[C:12]([NH2:16])[CH:11]=1)=[O:4].[CH3:18][CH2:19][O:20]C(C)=O.O. (3) Given the product [Cl:33][C:32]1[C:20]([N:16]2[C:14]3=[N:15][C:10]([CH2:9][OH:8])=[CH:11][C:12]([CH3:45])=[C:13]3[NH:18][C:17]2=[O:19])=[CH:21][C:22]([O:34][CH2:35][C:36]2[C:41]([O:42][CH3:43])=[CH:40][CH:39]=[CH:38][C:37]=2[F:44])=[C:23]([CH:31]=1)[O:24][CH2:25][C:26]([N:28]([CH3:29])[CH3:30])=[O:27], predict the reactants needed to synthesize it. The reactants are: [Si]([O:8][CH2:9][C:10]1[N:15]=[C:14]2[N:16]([C:20]3[C:32]([Cl:33])=[CH:31][C:23]([O:24][CH2:25][C:26]([N:28]([CH3:30])[CH3:29])=[O:27])=[C:22]([O:34][CH2:35][C:36]4[C:41]([O:42][CH3:43])=[CH:40][CH:39]=[CH:38][C:37]=4[F:44])[CH:21]=3)[C:17](=[O:19])[NH:18][C:13]2=[C:12]([CH3:45])[CH:11]=1)(C(C)(C)C)(C)C.[F-].C([N+](CCCC)(CCCC)CCCC)CCC.